From a dataset of Peptide-MHC class II binding affinity with 134,281 pairs from IEDB. Regression. Given a peptide amino acid sequence and an MHC pseudo amino acid sequence, predict their binding affinity value. This is MHC class II binding data. (1) The peptide sequence is MSLFEVDQTKIQYVI. The MHC is DRB1_0101 with pseudo-sequence DRB1_0101. The binding affinity (normalized) is 0. (2) The peptide sequence is TATSASAGWDTVLQS. The MHC is DRB1_1302 with pseudo-sequence DRB1_1302. The binding affinity (normalized) is 0.276.